This data is from NCI-60 drug combinations with 297,098 pairs across 59 cell lines. The task is: Regression. Given two drug SMILES strings and cell line genomic features, predict the synergy score measuring deviation from expected non-interaction effect. Drug 1: C1CCC(C1)C(CC#N)N2C=C(C=N2)C3=C4C=CNC4=NC=N3. Drug 2: CC12CCC(CC1=CCC3C2CCC4(C3CC=C4C5=CN=CC=C5)C)O. Cell line: OVCAR-5. Synergy scores: CSS=2.83, Synergy_ZIP=-0.198, Synergy_Bliss=3.24, Synergy_Loewe=-8.29, Synergy_HSA=-0.999.